Dataset: Forward reaction prediction with 1.9M reactions from USPTO patents (1976-2016). Task: Predict the product of the given reaction. (1) Given the reactants [Cl:1][C:2]1[CH:3]=[C:4]([CH:19]=[CH:20][C:21]=1[C:22](O)=[O:23])[C:5]([NH:7][CH2:8][C:9]1[NH:13][C:12]2[CH:14]=[CH:15][C:16]([Cl:18])=[CH:17][C:11]=2[N:10]=1)=[O:6].[NH:25]1[CH2:30][CH2:29][CH2:28][CH:27](N(C)C(=O)OC(C)(C)C)[CH2:26]1.[CH3:40][N:41](C(ON1N=NC2C=CC=CC1=2)=[N+](C)C)C.[B-](F)(F)(F)F.FC(F)(F)C(O)=O, predict the reaction product. The product is: [NH2:41][CH2:40][CH:27]1[CH2:28][CH2:29][CH2:30][N:25]([C:22]([C:21]2[CH:20]=[CH:19][C:4]([C:5]([NH:7][CH2:8][C:9]3[NH:13][C:12]4[CH:14]=[CH:15][C:16]([Cl:18])=[CH:17][C:11]=4[N:10]=3)=[O:6])=[CH:3][C:2]=2[Cl:1])=[O:23])[CH2:26]1. (2) Given the reactants [C:1]([O:5][C:6]([N:8]1[CH2:13][CH2:12][N:11]([C:14]([C:16]2[CH:20]=[C:19]([CH3:21])[N:18]([C:22]3[CH:27]=[CH:26][CH:25]=[CH:24][CH:23]=3)[C:17]=2[C:28]2[CH:33]=[CH:32][CH:31]=[CH:30][CH:29]=2)=[O:15])[CH:10]([CH2:34][C:35](O)=[O:36])[CH2:9]1)=[O:7])([CH3:4])([CH3:3])[CH3:2].[NH2:38][C:39]1[CH:44]=[CH:43][CH:42]=[CH:41][CH:40]=1.CCN=C=NCCCN(C)C.Cl.C1C=CC2N(O)N=NC=2C=1, predict the reaction product. The product is: [NH:38]([C:35](=[O:36])[CH2:34][CH:10]1[N:11]([C:14]([C:16]2[CH:20]=[C:19]([CH3:21])[N:18]([C:22]3[CH:23]=[CH:24][CH:25]=[CH:26][CH:27]=3)[C:17]=2[C:28]2[CH:33]=[CH:32][CH:31]=[CH:30][CH:29]=2)=[O:15])[CH2:12][CH2:13][N:8]([C:6]([O:5][C:1]([CH3:3])([CH3:4])[CH3:2])=[O:7])[CH2:9]1)[C:39]1[CH:44]=[CH:43][CH:42]=[CH:41][CH:40]=1. (3) Given the reactants [F:1][C:2]1[CH:27]=[CH:26][C:5]([CH2:6][NH:7][C:8](=[O:25])[C:9]2[CH:14]=[CH:13][CH:12]=[C:11]([C:15]([N:17]3CCS[C:18]3=S)=[O:16])[C:10]=2[O:23][CH3:24])=[CH:4][CH:3]=1.CN, predict the reaction product. The product is: [F:1][C:2]1[CH:3]=[CH:4][C:5]([CH2:6][NH:7][C:8](=[O:25])[C:9]2[CH:14]=[CH:13][CH:12]=[C:11]([C:15]([NH:17][CH3:18])=[O:16])[C:10]=2[O:23][CH3:24])=[CH:26][CH:27]=1. (4) Given the reactants [CH3:1][N:2]([CH3:31])[CH2:3][CH2:4][N:5]1[C:9]2=[CH:10][CH:11]=[C:12]3[C:17]([N:16]=[C:15]([C:18]4[CH:24]=[CH:23][C:21]([NH2:22])=[CH:20][CH:19]=4)[N:14]=[C:13]3[N:25]3[CH2:30][CH2:29][O:28][CH2:27][CH2:26]3)=[C:8]2[CH:7]=[CH:6]1.ClC(Cl)(O[C:36](=[O:42])OC(Cl)(Cl)Cl)Cl.[CH3:44][NH2:45], predict the reaction product. The product is: [CH3:1][N:2]([CH3:31])[CH2:3][CH2:4][N:5]1[C:9]2=[CH:10][CH:11]=[C:12]3[C:17]([N:16]=[C:15]([C:18]4[CH:19]=[CH:20][C:21]([NH:22][C:36]([NH:45][CH3:44])=[O:42])=[CH:23][CH:24]=4)[N:14]=[C:13]3[N:25]3[CH2:30][CH2:29][O:28][CH2:27][CH2:26]3)=[C:8]2[CH:7]=[CH:6]1. (5) Given the reactants [CH3:1][O:2][C:3](=[O:38])[CH2:4][N:5]([C:11]1[CH:16]=[CH:15][C:14]([F:17])=[CH:13][C:12]=1[O:18][CH2:19][CH2:20][O:21][C:22]1[CH:27]=[CH:26][CH:25]=[CH:24][C:23]=1[NH:28][CH:29]([C:34]([O:36][CH3:37])=[O:35])[C:30]([O:32][CH3:33])=[O:31])[CH2:6][C:7]([O:9][CH3:10])=[O:8].[N+:39]([O-])([OH:41])=[O:40].S(=O)(=O)(O)O, predict the reaction product. The product is: [CH3:1][O:2][C:3](=[O:38])[CH2:4][N:5]([C:11]1[CH:16]=[CH:15][C:14]([F:17])=[CH:13][C:12]=1[O:18][CH2:19][CH2:20][O:21][C:22]1[CH:27]=[C:26]([N+:39]([O-:41])=[O:40])[CH:25]=[CH:24][C:23]=1[NH:28][CH:29]([C:34]([O:36][CH3:37])=[O:35])[C:30]([O:32][CH3:33])=[O:31])[CH2:6][C:7]([O:9][CH3:10])=[O:8].